From a dataset of Full USPTO retrosynthesis dataset with 1.9M reactions from patents (1976-2016). Predict the reactants needed to synthesize the given product. (1) The reactants are: O[Li].O.C[O:5][C:6](=[O:21])[C:7]1[CH:12]=[C:11]([C:13]2[CH:18]=[CH:17][C:16]([CH3:19])=[CH:15][N:14]=2)[CH:10]=[C:9]([I:20])[CH:8]=1. Given the product [I:20][C:9]1[CH:8]=[C:7]([CH:12]=[C:11]([C:13]2[CH:18]=[CH:17][C:16]([CH3:19])=[CH:15][N:14]=2)[CH:10]=1)[C:6]([OH:21])=[O:5], predict the reactants needed to synthesize it. (2) Given the product [Cl:24][C:23]1[C:11]2[N:12]([C:1]([C:2]3[CH:7]=[CH:6][CH:5]=[CH:4][CH:3]=3)=[N:9][N:10]=2)[CH:13]=[C:14]([C:15]([O:17][C:18]([CH3:21])([CH3:20])[CH3:19])=[O:16])[CH:22]=1, predict the reactants needed to synthesize it. The reactants are: [C:1]([NH:9][NH:10][C:11]1[C:23]([Cl:24])=[CH:22][C:14]([C:15]([O:17][C:18]([CH3:21])([CH3:20])[CH3:19])=[O:16])=[CH:13][N:12]=1)(=O)[C:2]1[CH:7]=[CH:6][CH:5]=[CH:4][CH:3]=1.COC1C=CC(P2(SP(C3C=CC(OC)=CC=3)(=S)S2)=S)=CC=1. (3) Given the product [CH3:1][N:2]([CH3:29])[CH2:3][CH2:4][O:5][NH:6][C:7]([C:9]1[O:17][C:16]2[CH:15]=[CH:14][N:13]=[CH:12][C:11]=2[C:10]=1[NH:18][C:19]1[CH:24]=[CH:23][C:22]([I:25])=[CH:21][C:20]=1[F:26])=[O:8], predict the reactants needed to synthesize it. The reactants are: [CH3:1][NH:2][CH2:3][CH2:4][O:5][NH:6][C:7]([C:9]1[O:17][C:16]2[CH:15]=[CH:14][N:13]=[CH:12][C:11]=2[C:10]=1[NH:18][C:19]1[CH:24]=[CH:23][C:22]([I:25])=[CH:21][C:20]=1[F:26])=[O:8].C=O.[C:29]1(C)C=CC(S(O)(=O)=O)=CC=1.[NH+]1C=CC=CC=1.C([BH3-])#N.[Na+].Cl. (4) The reactants are: [Cl:1][C:2]1[CH:3]=[C:4]([CH:8]=[CH:9][CH:10]=1)[C:5]([OH:7])=O.O.ON1C2C=CC=CC=2N=N1.Cl.CN(C)CCCN=C=NCC.[NH2:34][CH2:35][CH2:36][NH:37][C:38]1[N:46]=[C:45]([Cl:47])[N:44]=[C:43]2[C:39]=1[N:40]=[CH:41][N:42]2[CH:48]1[CH2:52][CH2:51][CH2:50][CH2:49]1. Given the product [Cl:1][C:2]1[CH:3]=[C:4]([CH:8]=[CH:9][CH:10]=1)[C:5]([NH:34][CH2:35][CH2:36][NH:37][C:38]1[N:46]=[C:45]([Cl:47])[N:44]=[C:43]2[C:39]=1[N:40]=[CH:41][N:42]2[CH:48]1[CH2:52][CH2:51][CH2:50][CH2:49]1)=[O:7], predict the reactants needed to synthesize it. (5) The reactants are: [C:1]1([C:7]2[N:12]=[CH:11][C:10]([C:13]([OH:15])=O)=[CH:9][N:8]=2)[CH:6]=[CH:5][CH:4]=[CH:3][CH:2]=1.C(Cl)(=O)C(Cl)=O.CN(C=O)C.[C:27]1([C:33]2[N:37]=[C:36]([NH2:38])[S:35][N:34]=2)[CH:32]=[CH:31][CH:30]=[CH:29][CH:28]=1. Given the product [C:27]1([C:33]2[N:37]=[C:36]([NH:38][C:13]([C:10]3[CH:11]=[N:12][C:7]([C:1]4[CH:2]=[CH:3][CH:4]=[CH:5][CH:6]=4)=[N:8][CH:9]=3)=[O:15])[S:35][N:34]=2)[CH:28]=[CH:29][CH:30]=[CH:31][CH:32]=1, predict the reactants needed to synthesize it. (6) Given the product [NH2:33][C:31](=[O:32])[CH2:30][S:29][C:13]1[CH:14]=[CH:15][C:16]([C:18]([F:21])([F:19])[F:20])=[CH:17][C:12]=1[C:11](/[N:10]=[C:9]1/[N:5]([CH2:1][CH2:2][CH2:3][CH3:4])[N:6]([CH3:28])[C:7]([C:24]([CH3:25])([CH3:27])[CH3:26])=[CH:8]/1)=[O:23], predict the reactants needed to synthesize it. The reactants are: [CH2:1]([N:5]1[N:6]([CH3:28])[C:7]([C:24]([CH3:27])([CH3:26])[CH3:25])=[CH:8]/[C:9]/1=[N:10]\[C:11](=[O:23])[C:12]1[CH:17]=[C:16]([C:18]([F:21])([F:20])[F:19])[CH:15]=[CH:14][C:13]=1F)[CH2:2][CH2:3][CH3:4].[SH:29][CH2:30][C:31]([NH2:33])=[O:32].C(=O)([O-])[O-].[K+].[K+].O. (7) Given the product [ClH:1].[Cl:19][C:13]1[C:14]([Cl:18])=[CH:15][CH:16]=[CH:17][C:12]=1[S:9]([NH:8][C:5]1[C:4]([O:29][CH3:30])=[N:3][C:2]([O:47][CH2:43][C:36]2[CH:35]=[CH:34][CH:33]=[CH:32][N:31]=2)=[CH:7][N:6]=1)(=[O:10])=[O:11], predict the reactants needed to synthesize it. The reactants are: [Cl:1][C:2]1[N:3]=[C:4]([O:29][CH3:30])[C:5]([N:8](COCCO[Si](C)(C)C)[S:9]([C:12]2[CH:17]=[CH:16][CH:15]=[C:14]([Cl:18])[C:13]=2[Cl:19])(=[O:11])=[O:10])=[N:6][CH:7]=1.[N:31]1[CH:36]=[CH:35][CH:34]=[C:33](CO)[CH:32]=1.[H-].[Na+].CN1CCC[C:43]1=[O:47]. (8) The reactants are: C([O:3][C:4]([C:6]([CH:17]1[C:24]2[N:23]([CH2:25][C:26]3[CH:31]=[CH:30][C:29]([Cl:32])=[CH:28][CH:27]=3)[C:22]([CH:33]([CH3:35])[CH3:34])=[N:21][C:20]=2[CH2:19][CH2:18]1)(C(OCC)=O)C(OCC)=O)=[O:5])C.[OH-].[Na+]. Given the product [Cl:32][C:29]1[CH:28]=[CH:27][C:26]([CH2:25][N:23]2[C:24]3[CH:17]([CH2:6][C:4]([OH:5])=[O:3])[CH2:18][CH2:19][C:20]=3[N:21]=[C:22]2[CH:33]([CH3:35])[CH3:34])=[CH:31][CH:30]=1, predict the reactants needed to synthesize it. (9) Given the product [C:1]([O:5][C:6](=[O:31])[NH:7][C@H:8]1[CH2:9][CH2:10][C@H:11]([CH2:14][CH2:15][N:16]2[CH2:21][CH2:20][C:19]([C:22](=[O:30])[C:23]3[CH:28]=[CH:27][C:26]([F:29])=[CH:25][CH:24]=3)([CH3:33])[CH2:18][CH2:17]2)[CH2:12][CH2:13]1)([CH3:4])([CH3:2])[CH3:3], predict the reactants needed to synthesize it. The reactants are: [C:1]([O:5][C:6](=[O:31])[NH:7][C@H:8]1[CH2:13][CH2:12][C@H:11]([CH2:14][CH2:15][N:16]2[CH2:21][CH2:20][CH:19]([C:22](=[O:30])[C:23]3[CH:28]=[CH:27][C:26]([F:29])=[CH:25][CH:24]=3)[CH2:18][CH2:17]2)[CH2:10][CH2:9]1)([CH3:4])([CH3:3])[CH3:2].F[C:33]1C=CC(C(C2(C)CCNCC2)=O)=CC=1.C(OC(=O)N[C@H]1CC[C@H](CC=O)CC1)(C)(C)C. (10) Given the product [Br:1][C:2]1[CH:7]=[CH:6][C:5]([S:8]([C:2]2[CH:7]=[CH:6][CH:5]=[CH:4][CH:3]=2)(=[O:10])=[O:9])=[C:4]([F:12])[CH:3]=1, predict the reactants needed to synthesize it. The reactants are: [Br:1][C:2]1[CH:7]=[CH:6][C:5]([S:8](Cl)(=[O:10])=[O:9])=[C:4]([F:12])[CH:3]=1.